From a dataset of Reaction yield outcomes from USPTO patents with 853,638 reactions. Predict the reaction yield, written as a fraction of the theoretical maximum amount of product (1.0 means a 100% yield; for example, 0.34 means a 34% yield). The reactants are C(=O)([O-])N.[C:5]([N:8]1[C@@H:17]([CH:18]2[CH2:20][CH2:19]2)[C@H:16]([CH3:21])[C@@H:15]([NH:22][C:23]2[CH:28]=[CH:27][CH:26]=[CH:25][CH:24]=2)[C:14]2[N:13]=[C:12]([N:29]3[CH2:34][CH2:33][CH:32]([NH:35]C(=O)OC(C)(C)C)[CH2:31][CH2:30]3)[CH:11]=[CH:10][C:9]1=2)(=[O:7])[CH3:6].Cl. The catalyst is O1CCOCC1. The product is [NH2:35][CH:32]1[CH2:31][CH2:30][N:29]([C:12]2[N:13]=[C:14]3[C:9](=[CH:10][CH:11]=2)[N:8]([C:5](=[O:7])[CH3:6])[C@@H:17]([CH:18]2[CH2:19][CH2:20]2)[C@H:16]([CH3:21])[C@H:15]3[NH:22][C:23]2[CH:24]=[CH:25][CH:26]=[CH:27][CH:28]=2)[CH2:34][CH2:33]1. The yield is 0.330.